Dataset: Forward reaction prediction with 1.9M reactions from USPTO patents (1976-2016). Task: Predict the product of the given reaction. Given the reactants [CH2:1]([C:3]1[NH:4][C:5](=[O:27])[C:6]([CH2:12][C:13]2[CH:18]=[CH:17][C:16]([C:19]3[C:20]([C:25]#[N:26])=[CH:21][CH:22]=[CH:23][CH:24]=3)=[CH:15][CH:14]=2)=[C:7]([CH2:9][CH2:10][CH3:11])[N:8]=1)[CH3:2].[Si:28]([O:35][CH:36]([CH3:50])[C:37]([CH3:49])([CH3:48])[O:38][C:39]1[CH:44]=[CH:43][C:42](B(O)O)=[CH:41][CH:40]=1)([C:31]([CH3:34])([CH3:33])[CH3:32])([CH3:30])[CH3:29].C(N(CC)CC)C.N1C=CC=CC=1, predict the reaction product. The product is: [Si:28]([O:35][CH:36]([CH3:50])[C:37]([CH3:49])([CH3:48])[O:38][C:39]1[CH:40]=[CH:41][C:42]([N:4]2[C:5](=[O:27])[C:6]([CH2:12][C:13]3[CH:18]=[CH:17][C:16]([C:19]4[C:20]([C:25]#[N:26])=[CH:21][CH:22]=[CH:23][CH:24]=4)=[CH:15][CH:14]=3)=[C:7]([CH2:9][CH2:10][CH3:11])[N:8]=[C:3]2[CH2:1][CH3:2])=[CH:43][CH:44]=1)([C:31]([CH3:34])([CH3:33])[CH3:32])([CH3:30])[CH3:29].